From a dataset of Forward reaction prediction with 1.9M reactions from USPTO patents (1976-2016). Predict the product of the given reaction. (1) Given the reactants O[CH2:2][CH2:3][O:4][NH:5][C:6](=[O:12])[O:7][C:8]([CH3:11])([CH3:10])[CH3:9].CS(Cl)(=O)=O.Cl.[CH3:19][NH:20][CH3:21].C(=O)([O-])[O-].[K+].[K+], predict the reaction product. The product is: [CH3:19][N:20]([CH3:21])[CH2:2][CH2:3][O:4][NH:5][C:6](=[O:12])[O:7][C:8]([CH3:11])([CH3:10])[CH3:9]. (2) Given the reactants [Cl:1][C:2]1[CH:3]=[C:4]([CH:6]=[CH:7][C:8]=1[S:9][C:10]1[N:11]([CH3:15])[CH:12]=[CH:13][N:14]=1)[NH2:5].Cl.N1C=CC=CC=1.Cl[C:24]1[C:29]([C:30]#[N:31])=[CH:28][N:27]=[C:26]2[S:32][CH:33]=[CH:34][C:25]=12, predict the reaction product. The product is: [Cl:1][C:2]1[CH:3]=[C:4]([NH:5][C:24]2[C:29]([C:30]#[N:31])=[CH:28][N:27]=[C:26]3[S:32][CH:33]=[CH:34][C:25]=23)[CH:6]=[CH:7][C:8]=1[S:9][C:10]1[N:11]([CH3:15])[CH:12]=[CH:13][N:14]=1. (3) Given the reactants [I:1]I.[NH2:3][C:4]1[CH:13]=[CH:12][C:7]([C:8]([O:10][CH3:11])=[O:9])=[CH:6][N:5]=1.CO.C(Cl)(Cl)Cl, predict the reaction product. The product is: [NH2:3][C:4]1[C:13]([I:1])=[CH:12][C:7]([C:8]([O:10][CH3:11])=[O:9])=[CH:6][N:5]=1. (4) Given the reactants [H-].[Na+].[C:3]([C:6]1[NH:7][CH:8]=[CH:9][CH:10]=1)(=[O:5])[CH3:4].[F:11][C:12]1[CH:19]=[CH:18][C:15]([CH2:16]Br)=[CH:14][CH:13]=1, predict the reaction product. The product is: [C:3]([C:6]1[N:7]([CH2:16][C:15]2[CH:18]=[CH:19][C:12]([F:11])=[CH:13][CH:14]=2)[CH:8]=[CH:9][CH:10]=1)(=[O:5])[CH3:4]. (5) The product is: [C:63]([NH:62][C@@H:61]1[C@@H:60]([NH:66][C:26](=[O:28])[CH2:25][NH:24][C:1](=[O:23])[CH2:2][CH2:3]/[CH:4]=[CH:5]\[CH2:6]/[CH:7]=[CH:8]\[CH2:9]/[CH:10]=[CH:11]\[CH2:12]/[CH:13]=[CH:14]\[CH2:15]/[CH:16]=[CH:17]\[CH2:18]/[CH:19]=[CH:20]\[CH2:21][CH3:22])[CH2:59][C:58]([C:67]([O:69][CH2:70][CH3:71])=[O:68])=[CH:57][C@H:56]1[O:55][CH:52]([CH2:53][CH3:54])[CH2:51][CH3:50])(=[O:64])[CH3:65]. Given the reactants [C:1]([NH:24][CH2:25][C:26]([OH:28])=O)(=[O:23])[CH2:2][CH2:3]/[CH:4]=[CH:5]\[CH2:6]/[CH:7]=[CH:8]\[CH2:9]/[CH:10]=[CH:11]\[CH2:12]/[CH:13]=[CH:14]\[CH2:15]/[CH:16]=[CH:17]\[CH2:18]/[CH:19]=[CH:20]\[CH2:21][CH3:22].C1C=CC2N(O)N=NC=2C=1.CCN=C=NCCCN(C)C.[CH3:50][CH2:51][CH:52]([O:55][C@H:56]1[C@H:61]([NH:62][C:63]([CH3:65])=[O:64])[C@@H:60]([NH2:66])[CH2:59][C:58]([C:67]([O:69][CH2:70][CH3:71])=[O:68])=[CH:57]1)[CH2:53][CH3:54].OP(O)(O)=O.CCN(CC)CC, predict the reaction product. (6) Given the reactants [Cl:1][C:2]1[CH:7]=[C:6]([C:8]2[S:9][C:10]([CH3:13])=[CH:11][CH:12]=2)[CH:5]=[CH:4][C:3]=1[S:14]([NH:17][C:18]1[N:23]=[C:22]([N:24]2[CH2:29][C@H:28]([CH3:30])[N:27](C(OC(C)(C)C)=O)[C@H:26]([CH3:38])[CH2:25]2)[CH:21]=[CH:20][C:19]=1[O:39][CH3:40])(=[O:16])=[O:15], predict the reaction product. The product is: [ClH:1].[Cl:1][C:2]1[CH:7]=[C:6]([C:8]2[S:9][C:10]([CH3:13])=[CH:11][CH:12]=2)[CH:5]=[CH:4][C:3]=1[S:14]([NH:17][C:18]1[C:19]([O:39][CH3:40])=[CH:20][CH:21]=[C:22]([N:24]2[CH2:29][C@H:28]([CH3:30])[NH:27][C@H:26]([CH3:38])[CH2:25]2)[N:23]=1)(=[O:16])=[O:15]. (7) Given the reactants [F:1][C:2]1[CH:7]=[CH:6][C:5]([N:8]2[C:12](=[O:13])[CH2:11][CH:10]([C:14](OCC)=[O:15])[CH2:9]2)=[CH:4][CH:3]=1.[Cl-].[Li+].[BH4-].[Na+], predict the reaction product. The product is: [F:1][C:2]1[CH:7]=[CH:6][C:5]([N:8]2[CH2:9][CH:10]([CH2:14][OH:15])[CH2:11][C:12]2=[O:13])=[CH:4][CH:3]=1. (8) Given the reactants [NH:1]1[CH2:6][CH2:5][CH:4]([C:7]2[O:11][C:10]([C:12]3[C:13]([NH2:25])=[N:14][CH:15]=[C:16]([C:18]4[CH:23]=[CH:22][C:21]([CH3:24])=[CH:20][CH:19]=4)[CH:17]=3)=[N:9][N:8]=2)[CH2:3][CH2:2]1.[H-].[Na+].[CH3:28]I, predict the reaction product. The product is: [CH3:28][N:1]1[CH2:6][CH2:5][CH:4]([C:7]2[O:11][C:10]([C:12]3[C:13]([NH2:25])=[N:14][CH:15]=[C:16]([C:18]4[CH:23]=[CH:22][C:21]([CH3:24])=[CH:20][CH:19]=4)[CH:17]=3)=[N:9][N:8]=2)[CH2:3][CH2:2]1.